This data is from NCI-60 drug combinations with 297,098 pairs across 59 cell lines. The task is: Regression. Given two drug SMILES strings and cell line genomic features, predict the synergy score measuring deviation from expected non-interaction effect. (1) Drug 1: CC1=C(C(CCC1)(C)C)C=CC(=CC=CC(=CC(=O)O)C)C. Drug 2: CCCCC(=O)OCC(=O)C1(CC(C2=C(C1)C(=C3C(=C2O)C(=O)C4=C(C3=O)C=CC=C4OC)O)OC5CC(C(C(O5)C)O)NC(=O)C(F)(F)F)O. Cell line: NCI-H226. Synergy scores: CSS=28.4, Synergy_ZIP=1.21, Synergy_Bliss=1.10, Synergy_Loewe=-3.71, Synergy_HSA=-4.55. (2) Drug 1: CC1=C(C=C(C=C1)NC(=O)C2=CC=C(C=C2)CN3CCN(CC3)C)NC4=NC=CC(=N4)C5=CN=CC=C5. Drug 2: C(CN)CNCCSP(=O)(O)O. Cell line: HCT116. Synergy scores: CSS=2.65, Synergy_ZIP=2.66, Synergy_Bliss=8.15, Synergy_Loewe=4.04, Synergy_HSA=4.58. (3) Drug 1: CC1=C(N=C(N=C1N)C(CC(=O)N)NCC(C(=O)N)N)C(=O)NC(C(C2=CN=CN2)OC3C(C(C(C(O3)CO)O)O)OC4C(C(C(C(O4)CO)O)OC(=O)N)O)C(=O)NC(C)C(C(C)C(=O)NC(C(C)O)C(=O)NCCC5=NC(=CS5)C6=NC(=CS6)C(=O)NCCC[S+](C)C)O. Drug 2: CS(=O)(=O)OCCCCOS(=O)(=O)C. Cell line: SNB-19. Synergy scores: CSS=21.1, Synergy_ZIP=-3.84, Synergy_Bliss=-2.85, Synergy_Loewe=-2.86, Synergy_HSA=-1.65. (4) Drug 1: C1=C(C(=O)NC(=O)N1)F. Drug 2: C1=NC2=C(N1)C(=S)N=C(N2)N. Cell line: SK-MEL-5. Synergy scores: CSS=36.4, Synergy_ZIP=-10.7, Synergy_Bliss=-8.40, Synergy_Loewe=-6.55, Synergy_HSA=-3.57. (5) Drug 1: C1=NC2=C(N1)C(=S)N=C(N2)N. Drug 2: CN(CCCl)CCCl.Cl. Cell line: U251. Synergy scores: CSS=31.5, Synergy_ZIP=-12.7, Synergy_Bliss=-5.81, Synergy_Loewe=-6.43, Synergy_HSA=-3.16.